This data is from Retrosynthesis with 50K atom-mapped reactions and 10 reaction types from USPTO. The task is: Predict the reactants needed to synthesize the given product. (1) Given the product N#CCCn1c(CCC=O)nc2ccccc21, predict the reactants needed to synthesize it. The reactants are: N#CCCn1c(CCCO)nc2ccccc21. (2) Given the product Cc1ccc(-c2cc(C(=O)N[C@@H](C)CO)cc(-c3cc(C)ccc3C#N)c2)nc1, predict the reactants needed to synthesize it. The reactants are: C[C@H](N)CO.Cc1ccc(-c2cc(C(=O)O)cc(-c3cc(C)ccc3C#N)c2)nc1. (3) Given the product O=C(NCc1ccncc1)c1cc(-c2ccncc2)n[nH]c1=O, predict the reactants needed to synthesize it. The reactants are: NCc1ccncc1.O=C(O)c1cc(-c2ccncc2)n[nH]c1=O. (4) Given the product Nc1cnc2ccc(Sc3ccccc3)cn12, predict the reactants needed to synthesize it. The reactants are: O=[N+]([O-])c1cnc2ccc(Sc3ccccc3)cn12. (5) Given the product Cc1ccc(S(=O)(=O)NC(=N)NCCCCCCOC(=O)CCC(NC(=O)OC(C)(C)C)C(=O)O)cc1, predict the reactants needed to synthesize it. The reactants are: Cc1ccc(S(=O)(=O)NC(=N)NCCCCCCOC(=O)CCC(NC(=O)OC(C)(C)C)C(=O)OCc2ccccc2)cc1.